This data is from Peptide-MHC class II binding affinity with 134,281 pairs from IEDB. The task is: Regression. Given a peptide amino acid sequence and an MHC pseudo amino acid sequence, predict their binding affinity value. This is MHC class II binding data. (1) The peptide sequence is TCGFVDERGLYKSLK. The MHC is DRB1_0802 with pseudo-sequence DRB1_0802. The binding affinity (normalized) is 0.193. (2) The peptide sequence is EDGAEALGPFQSFVS. The MHC is DRB1_0101 with pseudo-sequence DRB1_0101. The binding affinity (normalized) is 0.0974. (3) The MHC is HLA-DPA10301-DPB10402 with pseudo-sequence HLA-DPA10301-DPB10402. The binding affinity (normalized) is 0.613. The peptide sequence is FDAFVAYHIGARIVS. (4) The binding affinity (normalized) is 0.289. The MHC is DRB1_1101 with pseudo-sequence DRB1_1101. The peptide sequence is VDIKPKDSDEFIPMK.